From a dataset of Full USPTO retrosynthesis dataset with 1.9M reactions from patents (1976-2016). Predict the reactants needed to synthesize the given product. (1) Given the product [C:32]([C:35]1[CH:40]=[C:39]([O:41][CH3:42])[CH:38]=[CH:37][C:36]=1[C:8]1[NH:9][C:10]2[C:15]([C:16]=1[CH:17]1[CH2:22][CH2:21][CH2:20][CH2:19][CH2:18]1)=[CH:14][CH:13]=[C:12]([C:23]([O:25][C:26]([CH3:29])([CH3:28])[CH3:27])=[O:24])[CH:11]=2)(=[O:34])[CH3:33], predict the reactants needed to synthesize it. The reactants are: ClC1C=CC([C:8]2[NH:9][C:10]3[C:15]([C:16]=2[CH:17]2[CH2:22][CH2:21][CH2:20][CH2:19][CH2:18]2)=[CH:14][CH:13]=[C:12]([C:23]([O:25][C:26]([CH3:29])([CH3:28])[CH3:27])=[O:24])[CH:11]=3)=C(C=O)C=1.[C:32]([C:35]1[CH:40]=[C:39]([O:41][CH3:42])[CH:38]=[CH:37][C:36]=1B(O)O)(=[O:34])[CH3:33]. (2) Given the product [CH2:29]([N:20]1[C:19](=[O:31])[C:18]2[C:27](=[CH:28][C:15]([NH:14][C:6](=[O:11])[C:7]([F:8])([F:9])[F:10])=[CH:16][CH:17]=2)[C:26]2[CH:25]=[CH:24][CH:23]=[CH:22][C:21]1=2)[CH3:30], predict the reactants needed to synthesize it. The reactants are: [F:8][C:7]([F:10])([F:9])[C:6](O[C:6](=[O:11])[C:7]([F:10])([F:9])[F:8])=[O:11].[NH2:14][C:15]1[CH:28]=[C:27]2[C:18]([C:19](=[O:31])[N:20]([CH2:29][CH3:30])[C:21]3[CH:22]=[CH:23][CH:24]=[CH:25][C:26]=32)=[CH:17][CH:16]=1.N1C=CC=CC=1. (3) Given the product [C:18]1([C:17]([C:24]2[CH:25]=[CH:26][CH:27]=[CH:28][CH:29]=2)([C:30]2[CH:31]=[CH:32][CH:33]=[CH:34][CH:35]=2)[N:7]2[CH:8]=[C:4]([CH2:3][OH:2])[N:5]=[CH:6]2)[CH:19]=[CH:20][CH:21]=[CH:22][CH:23]=1, predict the reactants needed to synthesize it. The reactants are: Cl.[OH:2][CH2:3][C:4]1[N:5]=[CH:6][NH:7][CH:8]=1.C(N(CC)CC)C.Cl[C:17]([C:30]1[CH:35]=[CH:34][CH:33]=[CH:32][CH:31]=1)([C:24]1[CH:29]=[CH:28][CH:27]=[CH:26][CH:25]=1)[C:18]1[CH:23]=[CH:22][CH:21]=[CH:20][CH:19]=1. (4) Given the product [F:1][CH2:2][C@@H:3]([C:5]1[CH:10]=[CH:9][C:8]([S:12]([Cl:11])(=[O:14])=[O:13])=[CH:7][CH:6]=1)[CH3:4], predict the reactants needed to synthesize it. The reactants are: [F:1][CH2:2][C@@H:3]([C:5]1[CH:10]=[CH:9][CH:8]=[CH:7][CH:6]=1)[CH3:4].[Cl:11][S:12](O)(=[O:14])=[O:13].P(Cl)(Cl)(Cl)(Cl)Cl.